This data is from Forward reaction prediction with 1.9M reactions from USPTO patents (1976-2016). The task is: Predict the product of the given reaction. (1) Given the reactants [C:1]([O:5][C:6](=[O:26])[C:7]([S:10][C:11]1[S:12][CH:13]=[C:14]([CH2:16][O:17][CH2:18][C:19]2[CH:24]=[CH:23][C:22](Br)=[CH:21][CH:20]=2)[N:15]=1)([CH3:9])[CH3:8])([CH3:4])([CH3:3])[CH3:2].[F:27][C:28]([F:40])([F:39])[C:29]1[CH:34]=[CH:33][C:32](OB(O)O)=[CH:31][CH:30]=1.O, predict the reaction product. The product is: [C:1]([O:5][C:6](=[O:26])[C:7]([CH3:9])([S:10][C:11]1[S:12][CH:13]=[C:14]([CH2:16][O:17][CH2:18][C:19]2[CH:24]=[CH:23][C:22]([C:32]3[CH:33]=[CH:34][C:29]([C:28]([F:40])([F:39])[F:27])=[CH:30][CH:31]=3)=[CH:21][CH:20]=2)[N:15]=1)[CH3:8])([CH3:4])([CH3:3])[CH3:2]. (2) Given the reactants [Mg].II.Cl[CH2:5][CH2:6][CH2:7][CH2:8][O:9][CH3:10].[C:11]([O:15][C:16]([N:18]1[CH2:23][CH2:22][CH2:21][C@@H:20]([C:24](=[O:38])[C:25]2[CH:30]=[CH:29][CH:28]=[CH:27][C:26]=2[C:31]2[CH:36]=[CH:35][CH:34]=[CH:33][C:32]=2[Cl:37])[CH2:19]1)=[O:17])([CH3:14])([CH3:13])[CH3:12], predict the reaction product. The product is: [Cl:37][C:32]1[CH:33]=[CH:34][CH:35]=[CH:36][C:31]=1[C:26]1[CH:27]=[CH:28][CH:29]=[CH:30][C:25]=1[C:24]([C@@H:20]1[CH2:21][CH2:22][CH2:23][N:18]([C:16]([O:15][C:11]([CH3:14])([CH3:13])[CH3:12])=[O:17])[CH2:19]1)([OH:38])[CH2:5][CH2:6][CH2:7][CH2:8][O:9][CH3:10]. (3) Given the reactants [CH3:1][N:2]1[C:10]2[C:5](=[CH:6][C:7]([C:11]3[CH:12]=[C:13]4[C:18](=[C:19]([O:21]COCC[Si](C)(C)C)[CH:20]=3)[N:17]=[CH:16][N:15](COCC[Si](C)(C)C)[C:14]4=[O:38])=[CH:8][CH:9]=2)[CH:4]=[N:3]1.O, predict the reaction product. The product is: [OH:21][C:19]1[CH:20]=[C:11]([C:7]2[CH:6]=[C:5]3[C:10](=[CH:9][CH:8]=2)[N:2]([CH3:1])[N:3]=[CH:4]3)[CH:12]=[C:13]2[C:18]=1[N:17]=[CH:16][NH:15][C:14]2=[O:38]. (4) Given the reactants [Cl:1][C:2]1[C:10]([N+:11]([O-:13])=[O:12])=[CH:9][C:5]([C:6]([OH:8])=O)=[C:4]([F:14])[CH:3]=1.[C:15](Cl)(=O)C(Cl)=O.C[Mg+].[Br-], predict the reaction product. The product is: [Cl:1][C:2]1[C:10]([N+:11]([O-:13])=[O:12])=[CH:9][C:5]([C:6](=[O:8])[CH3:15])=[C:4]([F:14])[CH:3]=1. (5) Given the reactants [OH:1][C:2]1[CH:3]=[C:4]([C:8]#[CH:9])[CH:5]=[CH:6][CH:7]=1.FC(F)(F)S(O[C:16]1[CH:21]=[CH:20][CH:19]=[C:18]([O:22][CH3:23])[C:17]=1[Si](C)(C)C)(=O)=O.[F-].[Cs+], predict the reaction product. The product is: [C:8]([C:4]1[CH:5]=[CH:6][CH:7]=[C:2]([O:1][C:16]2[CH:21]=[CH:20][CH:19]=[C:18]([O:22][CH3:23])[CH:17]=2)[CH:3]=1)#[CH:9]. (6) Given the reactants [N+:1]([C:4]1[CH:9]=[C:8]([C:10]2[CH:15]=[CH:14][N:13]=[C:12]([C:16]([F:19])([F:18])[F:17])[CH:11]=2)[CH:7]=[CH:6][C:5]=1[NH2:20])([O-:3])=[O:2].[O:21]1[CH2:26][CH2:25][CH:24](/[CH:27]=[CH:28]/[C:29](O)=[O:30])[CH2:23][CH2:22]1, predict the reaction product. The product is: [N+:1]([C:4]1[CH:9]=[C:8]([C:10]2[CH:15]=[CH:14][N:13]=[C:12]([C:16]([F:19])([F:17])[F:18])[CH:11]=2)[CH:7]=[CH:6][C:5]=1[NH:20][C:29](=[O:30])/[CH:28]=[CH:27]/[CH:24]1[CH2:25][CH2:26][O:21][CH2:22][CH2:23]1)([O-:3])=[O:2]. (7) The product is: [NH2:5][C:4]1[C:3]2[CH:6]=[CH:7][CH:8]=[CH:9][C:2]=2[O:1][C:11]=1[C:12]([C:14]1[CH:19]=[CH:18][CH:17]=[CH:16][CH:15]=1)=[O:13]. Given the reactants [OH:1][C:2]1[CH:9]=[CH:8][CH:7]=[CH:6][C:3]=1[C:4]#[N:5].Br[CH2:11][C:12]([C:14]1[CH:19]=[CH:18][CH:17]=[CH:16][CH:15]=1)=[O:13].C(=O)([O-])[O-].[K+].[K+], predict the reaction product. (8) Given the reactants C[O:2][C:3]1[CH:11]=[CH:10][C:6]2[CH:7]=[N:8][S:9][C:5]=2[CH:4]=1.Br, predict the reaction product. The product is: [S:9]1[C:5]2[CH:4]=[C:3]([OH:2])[CH:11]=[CH:10][C:6]=2[CH:7]=[N:8]1.